From a dataset of Experimentally validated miRNA-target interactions with 360,000+ pairs, plus equal number of negative samples. Binary Classification. Given a miRNA mature sequence and a target amino acid sequence, predict their likelihood of interaction. (1) The miRNA is hsa-miR-146b-3p with sequence GCCCUGUGGACUCAGUUCUGGU. The protein sequence of the target gene is MARKQNRNSKELGLVPLTDDTSHAGPPGPGRALLECDHLRSGVPGGRRRKDWSCSLLVASLAGAFGSSFLYGYNLSVVNAPTPYIKAFYNESWERRHGRPIDPDTLTLLWSVTVSIFAIGGLVGTLIVKMIGKVLGRKHTLLANNGFAISAALLMACSLQAGAFEMLIVGRFIMGIDGGVALSVLPMYLSEISPKEIRGSLGQVTAIFICIGVFTGQLLGLPELLGKESTWPYLFGVIVVPAVVQLLSLPFLPDSPRYLLLEKHNEARAVKAFQTFLGKADVSQEVEEVLAESRVQRSIR.... Result: 0 (no interaction). (2) The miRNA is hsa-miR-3618 with sequence UGUCUACAUUAAUGAAAAGAGC. The protein sequence of the target gene is MFPALETHLKQTIPDPYEDFMYRHLQYYGYFKAQRGSLPNSATHQHVRKNNPQCLLNGSLGEKDDLIPDTLQKEKLLWPISLSSAVHRQIEAINRDFHSCLGWMQWRGLSSLQPPPPRFKDSPASAFRVAGITDSHMLSLPHLRSRQLLYDELDEVNPRLREPQELFSILSTKRPLQAPRWPIECEVIKENIHHIEWAPPQPEYFYQPKGNEKVPEIVGEKKGTVVYQLDSVPIEGSYFTSSRVGGKRGIVKELAVTLQGPEDNTLLFESRFESGNLQKAVRVDTYEYELTLRTDLYTNK.... Result: 0 (no interaction). (3) The miRNA is mmu-miR-669f-3p with sequence CAUAUACAUACACACACACGUAU. The protein sequence of the target gene is MVCTRKTKTLVSTCVILSGMTNIICLLYVGWVTNYIASVYVRGQEPAPDKKLEEDKGDTLKIIERLDHLENVIKQHIQEAPAKPEEAEAEPFTDSSLFAHWGQELSPEGRRVALKQFQYYGYNAYLSDRLPLDRPLPDLRPSGCRNLSFPDSLPEVSIVFIFVNEALSVLLRSIHSAMERTPPHLLKEIILVDDNSSNEELKEKLTEYVDKVNSQKPGFIKVVRHSKQEGLIRSRVSGWRAATAPVVALFDAHVEFNVGWAEPVLTRIKENRKRIISPSFDNIKYDNFEIEEYPLAAQGF.... Result: 0 (no interaction). (4) The miRNA is hsa-miR-142-3p with sequence UGUAGUGUUUCCUACUUUAUGGA. The protein sequence of the target gene is MAARPGPLWLLGLTLCALGGGGPGLRPPPGCPQRRLGARERRDVQREILAVLGLPGRPRPRAPPAASRLPASAPLFMLDLYHAMAGDDDEDGAPAEQRLGRADLVMSFVNMVERDRALGHQEPHWKEFRFDLTQIPAGEAVTAAEFRIYKVPSIHLLNRTLHVSMFQVVQEQSNRESDLFFLDLQTLRAGDEGWLVLDVTAASDCWLLKRHKDLGLRLYVETEDGHSVDPGLAGLLGQRAPRSQQPFVVTFFRASPSPIRTPRAVRPLRRRQPKKSNELPQANRLPGIFDDVRGSHGRQV.... Result: 1 (interaction).